Dataset: Full USPTO retrosynthesis dataset with 1.9M reactions from patents (1976-2016). Task: Predict the reactants needed to synthesize the given product. (1) The reactants are: [F:1][C:2]1[CH:14]=[CH:13][C:5]([CH2:6][N:7]2[CH:11]=[C:10]([OH:12])[CH:9]=[N:8]2)=[CH:4][CH:3]=1.Cl[C:16]1[N:17]=[C:18]([OH:26])[C:19]2[CH:25]=[CH:24][N:23]=[CH:22][C:20]=2[N:21]=1. Given the product [F:1][C:2]1[CH:14]=[CH:13][C:5]([CH2:6][N:7]2[CH:11]=[C:10]([O:12][C:16]3[N:17]=[C:18]([OH:26])[C:19]4[CH:25]=[CH:24][N:23]=[CH:22][C:20]=4[N:21]=3)[CH:9]=[N:8]2)=[CH:4][CH:3]=1, predict the reactants needed to synthesize it. (2) Given the product [CH3:1][C:2]1[C:3]([O:20][CH2:21][C:22]([F:25])([F:23])[F:24])=[CH:4][CH:5]=[N:6][C:7]=1[CH2:8][S+:9]([O-:10])[C:11]1[NH:19][C:18]2[CH:17]=[CH:16][CH:15]=[CH:14][C:13]=2[N:12]=1, predict the reactants needed to synthesize it. The reactants are: [CH3:1][C:2]1[C:7]([CH2:8][S@:9]([C:11]2[NH:19][C:18]3[C:13](=[CH:14][CH:15]=[CH:16][CH:17]=3)[N:12]=2)=[O:10])=[N:6][CH:5]=[CH:4][C:3]=1[O:20][CH2:21][C:22]([F:25])([F:24])[F:23].[CH3:1][C:2]1[C:7]([CH2:8][S@:9]([C:11]2[NH:12][C:13]3[C:18](=[CH:17][CH:16]=[CH:15][CH:14]=3)[N:19]=2)=[O:10])=[N:6][CH:5]=[CH:4][C:3]=1[O:20][CH2:21][C:22]([F:25])([F:23])[F:24].O.O.O. (3) Given the product [CH2:30]([O:29][CH2:2][C:3]1[N:4]([C:20]2[CH:25]=[CH:24][C:23]([N+:26]([O-:28])=[O:27])=[CH:22][CH:21]=2)[CH:5]=[C:6]([C:8]2[C:9]([C:14]3[CH:19]=[CH:18][CH:17]=[CH:16][CH:15]=3)=[N:10][O:11][C:12]=2[CH3:13])[N:7]=1)[CH3:31], predict the reactants needed to synthesize it. The reactants are: Cl[CH2:2][C:3]1[N:4]([C:20]2[CH:25]=[CH:24][C:23]([N+:26]([O-:28])=[O:27])=[CH:22][CH:21]=2)[CH:5]=[C:6]([C:8]2[C:9]([C:14]3[CH:19]=[CH:18][CH:17]=[CH:16][CH:15]=3)=[N:10][O:11][C:12]=2[CH3:13])[N:7]=1.[O-:29][CH2:30][CH3:31].[Na+]. (4) Given the product [C:1]1([S:7]([N:10]2[CH:14]=[CH:13][CH:12]=[C:11]2[C:15]2[C:17]3[C:18](=[N:19][CH:20]=[CH:21][CH:22]=3)[NH:26][N:25]=2)(=[O:9])=[O:8])[CH:6]=[CH:5][CH:4]=[CH:3][CH:2]=1, predict the reactants needed to synthesize it. The reactants are: [C:1]1([S:7]([N:10]2[CH:14]=[CH:13][CH:12]=[C:11]2[C:15]([C:17]2[C:18](Cl)=[N:19][CH:20]=[CH:21][CH:22]=2)=O)(=[O:9])=[O:8])[CH:6]=[CH:5][CH:4]=[CH:3][CH:2]=1.O.[NH2:25][NH2:26].